This data is from Forward reaction prediction with 1.9M reactions from USPTO patents (1976-2016). The task is: Predict the product of the given reaction. (1) The product is: [CH2:1]([O:3][C:4](=[O:17])[CH2:5][CH2:6][CH2:7][C:8]1[CH:13]=[C:12]([F:14])[CH:11]=[CH:10][C:9]=1[O:15][CH3:16])[CH3:2]. Given the reactants [CH2:1]([O:3][C:4](=[O:17])[CH:5]=[CH:6][CH2:7][C:8]1[CH:13]=[C:12]([F:14])[CH:11]=[CH:10][C:9]=1[O:15][CH3:16])[CH3:2], predict the reaction product. (2) Given the reactants [Cl:1][C:2]1[CH:10]=[N:9][CH:8]=[CH:7][C:3]=1[C:4]([OH:6])=O.[NH2:11][C:12]1[CH:20]=[C:19]2[C:15]([C:16]([CH3:26])([CH3:25])[C:17](=[O:24])[N:18]2[CH:21]2[CH2:23][CH2:22]2)=[CH:14][CH:13]=1, predict the reaction product. The product is: [Cl:1][C:2]1[CH:10]=[N:9][CH:8]=[CH:7][C:3]=1[C:4]([NH:11][C:12]1[CH:20]=[C:19]2[C:15]([C:16]([CH3:26])([CH3:25])[C:17](=[O:24])[N:18]2[CH:21]2[CH2:22][CH2:23]2)=[CH:14][CH:13]=1)=[O:6]. (3) Given the reactants ClC1C=C(C=CC=1Cl)O[CH:6]1[CH2:11][CH2:10][N:9]([S:12]([C:15]2[C:16]([CH3:22])=[N:17][N:18](C)[C:19]=2[CH3:20])(=[O:14])=[O:13])[CH2:8][CH2:7]1.ClC1C=C(C=CC=1Cl)NCC1CCN(S(C2C(C)=NN(C)C=2C)(=O)=O)CC1.Cl.[Cl:55][C:56]1[CH:68]=[CH:67][C:59]([CH2:60]C2CCNCC2)=[C:58]([F:69])[CH:57]=1, predict the reaction product. The product is: [Cl:55][C:56]1[CH:68]=[CH:67][C:59]([CH2:60][CH:6]2[CH2:7][CH2:8][N:9]([S:12]([C:15]3[C:19]([CH3:20])=[N:18][NH:17][C:16]=3[CH3:22])(=[O:13])=[O:14])[CH2:10][CH2:11]2)=[C:58]([F:69])[CH:57]=1. (4) Given the reactants C(N(CCCC)CCCC)CCC.[CH2:14]1[S:18][C@H:17]([CH2:19][OH:20])[O:16][C@@H:15]1[N:21]1[C:26](=[O:27])[N:25]=[C:24]([NH2:28])[C:23]([F:29])=[CH:22]1.Cl, predict the reaction product. The product is: [CH2:14]1[S:18][C@H:17]([CH2:19][OH:20])[O:16][C@@H:15]1[N:21]1[C:26](=[O:27])[N:25]=[C:24]([NH2:28])[C:23]([F:29])=[CH:22]1. (5) The product is: [Br:1][C:2]1[CH:3]=[C:4](/[CH:8]=[CH:9]/[C:10]([O:12][CH2:18][CH3:19])=[O:11])[CH:5]=[CH:6][CH:7]=1. Given the reactants [Br:1][C:2]1[CH:3]=[C:4](/[CH:8]=[CH:9]/[C:10]([OH:12])=[O:11])[CH:5]=[CH:6][CH:7]=1.S(=O)(=O)(O)O.[CH2:18](O)[CH3:19], predict the reaction product. (6) Given the reactants [CH:1]([C:3]1[S:7][C:6]([N:8]2[CH2:13][CH2:12][N:11]([C:14]([O:16][C:17]([CH3:20])([CH3:19])[CH3:18])=[O:15])[CH2:10][CH2:9]2)=[CH:5][CH:4]=1)=[O:2].[OH-:21].[Na+], predict the reaction product. The product is: [CH3:18][C:17]([O:16][C:14]([N:11]1[CH2:12][CH2:13][N:8]([C:6]2[S:7][C:3]([C:1]([OH:21])=[O:2])=[CH:4][CH:5]=2)[CH2:9][CH2:10]1)=[O:15])([CH3:20])[CH3:19]. (7) Given the reactants [CH3:1][O:2][C:3](=[O:12])[C:4]1[CH:9]=[CH:8][CH:7]=[C:6]([CH2:10]Br)[CH:5]=1.[P:13]([O-:25])([O:20][C:21]([CH3:24])([CH3:23])[CH3:22])([O:15][C:16]([CH3:19])([CH3:18])[CH3:17])=[O:14].[K+].CCOC(C)=O, predict the reaction product. The product is: [C:21]([O:20][P:13]([O:25][CH2:10][C:6]1[CH:5]=[C:4]([CH:9]=[CH:8][CH:7]=1)[C:3]([O:2][CH3:1])=[O:12])([O:15][C:16]([CH3:19])([CH3:18])[CH3:17])=[O:14])([CH3:24])([CH3:23])[CH3:22].